Dataset: Full USPTO retrosynthesis dataset with 1.9M reactions from patents (1976-2016). Task: Predict the reactants needed to synthesize the given product. Given the product [C:28]([N:25]1[CH2:26][CH2:27][CH:22]([C:19]2[CH:20]=[CH:21][C:16]([C:15]([NH:4][C:3]([NH2:5])=[NH:2])=[O:14])=[CH:17][C:18]=2[C:31]([F:34])([F:32])[F:33])[CH2:23][CH2:24]1)(=[O:30])[CH3:29], predict the reactants needed to synthesize it. The reactants are: Cl.[NH2:2][C:3]([NH2:5])=[NH:4].CCC([O-])(C)C.[Na+].C[O:14][C:15](=O)[C:16]1[CH:21]=[CH:20][C:19]([CH:22]2[CH2:27][CH2:26][N:25]([C:28](=[O:30])[CH3:29])[CH2:24][CH2:23]2)=[C:18]([C:31]([F:34])([F:33])[F:32])[CH:17]=1.O.